Dataset: Full USPTO retrosynthesis dataset with 1.9M reactions from patents (1976-2016). Task: Predict the reactants needed to synthesize the given product. (1) Given the product [N:14]1([C:6]2[C:7]3[C:12](=[CH:11][CH:10]=[CH:9][CH:8]=3)[C:3]([C:1]#[N:2])=[CH:4][CH:5]=2)[CH2:15][CH:16]=[CH:17][CH2:18][CH2:19]1, predict the reactants needed to synthesize it. The reactants are: [C:1]([C:3]1[C:12]2[C:7](=[CH:8][CH:9]=[CH:10][CH:11]=2)[C:6](F)=[CH:5][CH:4]=1)#[N:2].[NH:14]1[CH2:19][CH:18]=[CH:17][CH2:16][CH2:15]1. (2) Given the product [CH3:12][C:8]([CH3:13])([C:3]1[CH:4]=[CH:5][CH:6]=[CH:7][C:2]=1[O:1][CH2:20][C:21]1[CH:26]=[CH:25][CH:24]=[CH:23][CH:22]=1)[C:9]([NH2:11])=[O:10], predict the reactants needed to synthesize it. The reactants are: [OH:1][C:2]1[CH:7]=[CH:6][CH:5]=[CH:4][C:3]=1[C:8]([CH3:13])([CH3:12])[C:9]([NH2:11])=[O:10].C(=O)([O-])[O-].[K+].[K+].[CH2:20](Br)[C:21]1[CH:26]=[CH:25][CH:24]=[CH:23][CH:22]=1. (3) Given the product [CH2:1]([O:3][C:4](=[O:17])[CH:5]([O:15][CH3:16])[CH2:6][C:7]1[CH:8]=[CH:9][C:10]([C:13](=[O:19])[CH3:14])=[CH:11][CH:12]=1)[CH3:2], predict the reactants needed to synthesize it. The reactants are: [CH2:1]([O:3][C:4](=[O:17])[C@@H:5]([O:15][CH3:16])[CH2:6][C:7]1[CH:12]=[CH:11][C:10]([C:13]#[CH:14])=[CH:9][CH:8]=1)[CH3:2].C(O)=[O:19]. (4) Given the product [CH2:27]([NH:31][C:24]([C:7]1[C:8]2[C:9](=[N:10][C:11]([NH:14][C:15](=[O:23])[C:16]3[CH:17]=[CH:18][C:19]([CH3:22])=[CH:20][CH:21]=3)=[CH:12][CH:13]=2)[N:5]([C:1]([CH3:4])([CH3:3])[CH3:2])[CH:6]=1)=[O:26])[CH:28]([CH3:30])[CH3:29], predict the reactants needed to synthesize it. The reactants are: [C:1]([N:5]1[C:9]2=[N:10][C:11]([NH:14][C:15](=[O:23])[C:16]3[CH:21]=[CH:20][C:19]([CH3:22])=[CH:18][CH:17]=3)=[CH:12][CH:13]=[C:8]2[C:7]([C:24]([OH:26])=O)=[CH:6]1)([CH3:4])([CH3:3])[CH3:2].[CH2:27]([NH2:31])[CH:28]([CH3:30])[CH3:29].F[P-](F)(F)(F)(F)F.C[N+](C)=C(N(C)C)ON1C2N=CC=CC=2N=N1.C(N(CC)CC)C. (5) Given the product [CH2:16]([S:13]([C:10]1[CH:11]=[CH:12][C:2]([N:18]2[CH2:23][CH2:22][CH2:21][CH2:20][CH2:19]2)=[C:3]([CH:9]=1)[C:4]([O:6][CH2:7][CH3:8])=[O:5])(=[O:15])=[O:14])[CH3:17], predict the reactants needed to synthesize it. The reactants are: Cl[C:2]1[CH:12]=[CH:11][C:10]([S:13]([CH2:16][CH3:17])(=[O:15])=[O:14])=[CH:9][C:3]=1[C:4]([O:6][CH2:7][CH3:8])=[O:5].[NH:18]1[CH2:23][CH2:22][CH2:21][CH2:20][CH2:19]1. (6) Given the product [C:1]1([S:7]([CH2:10][C:11]2[CH:12]=[C:13]([Cl:22])[N:14]=[C:15]([S:17][CH3:18])[N:16]=2)(=[O:9])=[O:8])[CH:6]=[CH:5][CH:4]=[CH:3][CH:2]=1, predict the reactants needed to synthesize it. The reactants are: [C:1]1([S:7]([CH2:10][C:11]2[N:16]=[C:15]([S:17][CH3:18])[N:14]=[C:13](O)[CH:12]=2)(=[O:9])=[O:8])[CH:6]=[CH:5][CH:4]=[CH:3][CH:2]=1.P(Cl)(Cl)([Cl:22])=O. (7) Given the product [CH3:26][C:11]1[CH:10]=[CH:9][C:8]([NH:7][C:5](=[O:6])[C:4]2[CH:27]=[CH:28][N:29]=[C:2]([N:30]3[CH2:34][CH2:33][CH2:32][CH2:31]3)[CH:3]=2)=[CH:13][C:12]=1[NH:14][C:15]([C:17]1[S:25][C:20]2=[N:21][CH:22]=[CH:23][N:24]=[C:19]2[CH:18]=1)=[O:16], predict the reactants needed to synthesize it. The reactants are: Br[C:2]1[CH:3]=[C:4]([CH:27]=[CH:28][N:29]=1)[C:5]([NH:7][C:8]1[CH:9]=[CH:10][C:11]([CH3:26])=[C:12]([NH:14][C:15]([C:17]2[S:25][C:20]3=[N:21][CH:22]=[CH:23][N:24]=[C:19]3[CH:18]=2)=[O:16])[CH:13]=1)=[O:6].[NH:30]1[CH2:34][CH2:33][CH2:32][CH2:31]1. (8) Given the product [CH3:1][C@H:2]([CH2:3][CH2:4][CH3:5])[CH2:6][C:7]([OH:9])=[O:8], predict the reactants needed to synthesize it. The reactants are: [CH3:1][C@@H:2]([CH:6](C(O)=O)[C:7]([OH:9])=[O:8])[CH2:3][CH2:4][CH3:5].S(=O)(=O)(O)O.